From a dataset of Merck oncology drug combination screen with 23,052 pairs across 39 cell lines. Regression. Given two drug SMILES strings and cell line genomic features, predict the synergy score measuring deviation from expected non-interaction effect. (1) Drug 2: CC(C)CC(NC(=O)C(Cc1ccccc1)NC(=O)c1cnccn1)B(O)O. Cell line: SKMEL30. Synergy scores: synergy=-4.43. Drug 1: CCN(CC)CCNC(=O)c1c(C)[nH]c(C=C2C(=O)Nc3ccc(F)cc32)c1C. (2) Drug 1: COC1CC2CCC(C)C(O)(O2)C(=O)C(=O)N2CCCCC2C(=O)OC(C(C)CC2CCC(OP(C)(C)=O)C(OC)C2)CC(=O)C(C)C=C(C)C(O)C(OC)C(=O)C(C)CC(C)C=CC=CC=C1C. Drug 2: CCc1c2c(nc3ccc(O)cc13)-c1cc3c(c(=O)n1C2)COC(=O)C3(O)CC. Cell line: ZR751. Synergy scores: synergy=27.7.